This data is from Full USPTO retrosynthesis dataset with 1.9M reactions from patents (1976-2016). The task is: Predict the reactants needed to synthesize the given product. (1) Given the product [Cl:25][C:20]1[CH:21]=[CH:22][CH:23]=[CH:24][C:19]=1[N:17]([CH3:18])[C:15]([C:13]1[S:12][C:11]2[C:5]3[CH:4]=[CH:3][C:2]([C:35]4[CH:34]=[CH:33][CH:32]=[C:31]([S:28]([CH3:27])(=[O:30])=[O:29])[CH:36]=4)=[CH:26][C:6]=3[O:7][CH2:8][CH2:9][C:10]=2[CH:14]=1)=[O:16], predict the reactants needed to synthesize it. The reactants are: Br[C:2]1[CH:3]=[CH:4][C:5]2[C:11]3[S:12][C:13]([C:15]([N:17]([C:19]4[CH:24]=[CH:23][CH:22]=[CH:21][C:20]=4[Cl:25])[CH3:18])=[O:16])=[CH:14][C:10]=3[CH2:9][CH2:8][O:7][C:6]=2[CH:26]=1.[CH3:27][S:28]([C:31]1[CH:32]=[C:33](B(O)O)[CH:34]=[CH:35][CH:36]=1)(=[O:30])=[O:29]. (2) Given the product [CH3:25][S:23]([C:21]1[N:22]=[C:18]([N:11]2[C:12]3[CH:17]=[CH:16][CH:15]=[CH:14][C:13]=3[N:9]([CH2:5][C:6]([OH:8])=[O:7])[C:10]2=[O:26])[S:19][CH:20]=1)=[O:24], predict the reactants needed to synthesize it. The reactants are: C([CH:5]([N:9]1[C:13]2[CH:14]=[CH:15][CH:16]=[CH:17][C:12]=2[N:11]([C:18]2[S:19][CH:20]=[C:21]([S:23]([CH3:25])=[O:24])[N:22]=2)[C:10]1=[O:26])[C:6]([O-:8])=[O:7])(C)(C)C.C(Cl)Cl. (3) Given the product [CH:11]([C:9]1[CH:8]=[C:4]([CH:3]=[C:2]([CH3:1])[N:10]=1)[C:5]([OH:7])=[O:6])([CH3:12])[CH3:15], predict the reactants needed to synthesize it. The reactants are: [CH3:1][C:2]1[CH:3]=[C:4]([CH:8]=[C:9]([CH2:11][CH:12](C)C)[N:10]=1)[C:5]([OH:7])=[O:6].[C:15](B1OB(C(C)=C)OB(C(C)=C)O1)(C)=C. (4) The reactants are: [CH3:1][C:2]1([CH3:10])[O:9][C:7](=[O:8])[CH2:6][C:4](=[O:5])[O:3]1.[CH:11](OC)(OC)OC.[CH3:18][O:19][C:20]1[CH:21]=[C:22]([C:26]2[CH:27]=[C:28]([NH2:31])[S:29][CH:30]=2)[CH:23]=[CH:24][CH:25]=1.C(=O)([O-])[O-].[K+].[K+]. Given the product [CH3:1][C:2]1([CH3:10])[O:9][C:7](=[O:8])[C:6](=[CH:11][NH:31][C:28]2[S:29][CH:30]=[C:26]([C:22]3[CH:23]=[CH:24][CH:25]=[C:20]([O:19][CH3:18])[CH:21]=3)[CH:27]=2)[C:4](=[O:5])[O:3]1, predict the reactants needed to synthesize it. (5) The reactants are: C(O[C@H]1CN(C2N=CC=CN=2)C[C@H]1NC1C(CC)=NC(C2C(C)=NC(OC)=CC=2)=C(CC)N=1)C.Br[C:36]1[S:37][CH:38]=[CH:39][N:40]=1.[CH3:41][O:42][C:43]1[C:48]([C:49]2[N:50]=[C:51]([CH2:66][CH3:67])[C:52]([NH:57][C@H:58]3[C@@H:62]([O:63][CH2:64][CH3:65])[CH2:61][NH:60][CH2:59]3)=[N:53][C:54]=2[CH2:55][CH3:56])=[CH:47][CH:46]=[C:45]([O:68][CH3:69])[N:44]=1. Given the product [CH3:41][O:42][C:43]1[C:48]([C:49]2[N:50]=[C:51]([CH2:66][CH3:67])[C:52]([NH:57][C@H:58]3[C@@H:62]([O:63][CH2:64][CH3:65])[CH2:61][N:60]([C:36]4[S:37][CH:38]=[CH:39][N:40]=4)[CH2:59]3)=[N:53][C:54]=2[CH2:55][CH3:56])=[CH:47][CH:46]=[C:45]([O:68][CH3:69])[N:44]=1, predict the reactants needed to synthesize it. (6) Given the product [CH2:11]([N:7]1[C:8]2[C:4](=[CH:3][C:2]([F:1])=[CH:10][CH:9]=2)[CH2:5][C:6]1=[O:18])[C:12]1[CH:17]=[CH:16][CH:15]=[CH:14][CH:13]=1, predict the reactants needed to synthesize it. The reactants are: [F:1][C:2]1[CH:3]=[C:4]2[C:8](=[CH:9][CH:10]=1)[N:7]([CH2:11][C:12]1[CH:17]=[CH:16][CH:15]=[CH:14][CH:13]=1)[C:6](=[O:18])[C:5]2=O.CCOCC. (7) Given the product [C:1]1([CH2:7][N:8]2[CH2:9][CH2:10][N:11]([C:14]3[CH:15]=[CH:16][C:17]([C:18]([NH:30][O:29][CH:24]4[CH2:25][CH2:26][CH2:27][CH2:28][O:23]4)=[O:19])=[CH:21][CH:22]=3)[CH2:12][CH2:13]2)[CH:2]=[CH:3][CH:4]=[CH:5][CH:6]=1, predict the reactants needed to synthesize it. The reactants are: [C:1]1([CH2:7][N:8]2[CH2:13][CH2:12][N:11]([C:14]3[CH:22]=[CH:21][C:17]([C:18](O)=[O:19])=[CH:16][CH:15]=3)[CH2:10][CH2:9]2)[CH:6]=[CH:5][CH:4]=[CH:3][CH:2]=1.[O:23]1[CH2:28][CH2:27][CH2:26][CH2:25][CH:24]1[O:29][NH2:30].ON1C2C=CC=CC=2N=N1.